From a dataset of NCI-60 drug combinations with 297,098 pairs across 59 cell lines. Regression. Given two drug SMILES strings and cell line genomic features, predict the synergy score measuring deviation from expected non-interaction effect. (1) Drug 1: CN(C)N=NC1=C(NC=N1)C(=O)N. Drug 2: CN(C)C1=NC(=NC(=N1)N(C)C)N(C)C. Cell line: MDA-MB-435. Synergy scores: CSS=-12.4, Synergy_ZIP=3.55, Synergy_Bliss=-1.90, Synergy_Loewe=-8.35, Synergy_HSA=-7.58. (2) Drug 1: C1CN1C2=NC(=NC(=N2)N3CC3)N4CC4. Drug 2: C(CN)CNCCSP(=O)(O)O. Cell line: HOP-92. Synergy scores: CSS=31.5, Synergy_ZIP=-11.0, Synergy_Bliss=-3.97, Synergy_Loewe=-49.0, Synergy_HSA=-4.19.